From a dataset of Reaction yield outcomes from USPTO patents with 853,638 reactions. Predict the reaction yield, written as a fraction of the theoretical maximum amount of product (1.0 means a 100% yield; for example, 0.34 means a 34% yield). (1) The reactants are [F:1][C:2]1[CH:3]=[C:4]([C:29]2[C:30]([C:35]#[N:36])=[CH:31][CH:32]=[CH:33][CH:34]=2)[CH:5]=[CH:6][C:7]=1[CH2:8][C:9]1[C:10](=[O:28])[N:11]([C@H:21]2[CH2:26][CH2:25][C@H:24]([OH:27])[CH2:23][CH2:22]2)[C:12]2[N:13]([N:18]=[CH:19][N:20]=2)[C:14]=1[CH2:15][CH2:16][CH3:17].[N+](=CC(OCC)=[O:41])=[N-].[C:45]1([CH3:51])[CH:50]=CC=C[CH:46]=1. The catalyst is C([O-])(=O)C.[Rh+]. The product is [F:1][C:2]1[CH:3]=[C:4]([C:29]2[C:30]([C:35]#[N:36])=[CH:31][CH:32]=[CH:33][CH:34]=2)[CH:5]=[CH:6][C:7]=1[CH2:8][C:9]1[C:10](=[O:28])[N:11]([C@H:21]2[CH2:26][CH2:25][C@H:24]([O:27][CH2:46][C:45]([OH:41])([CH3:51])[CH3:50])[CH2:23][CH2:22]2)[C:12]2[N:13]([N:18]=[CH:19][N:20]=2)[C:14]=1[CH2:15][CH2:16][CH3:17]. The yield is 0.220. (2) The yield is 0.840. The catalyst is C(O)C.Cl.O. The reactants are O.O.[Sn](Cl)Cl.[N+:6]([C:9]1[CH:10]=[C:11]([C:15]2[CH:16]=[N:17][CH:18]=[CH:19][CH:20]=2)[CH:12]=[CH:13][CH:14]=1)([O-])=O.[OH-].[K+]. The product is [N:17]1[CH:18]=[CH:19][CH:20]=[C:15]([C:11]2[CH:10]=[C:9]([NH2:6])[CH:14]=[CH:13][CH:12]=2)[CH:16]=1. (3) The reactants are [NH2:1][C:2]1[O:3][C@H:4]2[C@@H:6]([C@:7]([C:12]3[CH:13]=[C:14]([NH:19][C:20](=[O:28])[C:21]4[CH:26]=[CH:25][C:24](Cl)=[CH:23][N:22]=4)[CH:15]=[CH:16][C:17]=3[F:18])([CH:9]([F:11])[F:10])[N:8]=1)[CH2:5]2.[CH:61]1(P([CH:57]2[CH2:62][CH2:61][CH2:60][CH2:59]C2)C2C=CC=CC=2C2C(C(C)C)=CC(C(C)C)=CC=2C(C)C)[CH2:62][CH2:57]C[CH2:59][CH2:60]1.C(=O)([O-])[O-].[Cs+].[Cs+].C1(C#C)CC1. The catalyst is CO.CC#N. The product is [NH2:1][C:2]1[O:3][C@H:4]2[C@@H:6]([C@:7]([C:12]3[CH:13]=[C:14]([NH:19][C:20](=[O:28])[C:21]4[CH:26]=[CH:25][C:24]([C:57]#[C:62][CH:61]5[CH2:60][CH2:59]5)=[CH:23][N:22]=4)[CH:15]=[CH:16][C:17]=3[F:18])([CH:9]([F:11])[F:10])[N:8]=1)[CH2:5]2. The yield is 0.541. (4) The reactants are FC(F)(F)S(O[C:7]1[CH:12]=[C:11]([Cl:13])[C:10]([CH2:14][CH:15]2[CH2:19][CH2:18][N:17]([CH:20]3[CH2:25][CH2:24][CH2:23][CH2:22][CH2:21]3)[C:16]2=[O:26])=[C:9]([Cl:27])[CH:8]=1)(=O)=O.[F:30][C:31]1[CH:36]=[C:35]([O:37][CH3:38])[CH:34]=[C:33]([F:39])[C:32]=1B(O)O. No catalyst specified. The product is [CH:20]1([N:17]2[CH2:18][CH2:19][CH:15]([CH2:14][C:10]3[C:11]([Cl:13])=[CH:12][C:7]([C:32]4[C:31]([F:30])=[CH:36][C:35]([O:37][CH3:38])=[CH:34][C:33]=4[F:39])=[CH:8][C:9]=3[Cl:27])[C:16]2=[O:26])[CH2:21][CH2:22][CH2:23][CH2:24][CH2:25]1. The yield is 1.00. (5) The reactants are [CH3:1][O:2][C:3]1[CH:4]=[C:5]2[C:10](=[CH:11][CH:12]=1)[N:9]=[C:8]([NH:13][CH2:14][CH2:15][O:16][CH3:17])[C:7]([CH:18]=[O:19])=[CH:6]2.[BH4-].[Na+]. The catalyst is C1COCC1. The product is [CH3:1][O:2][C:3]1[CH:4]=[C:5]2[C:10](=[CH:11][CH:12]=1)[N:9]=[C:8]([NH:13][CH2:14][CH2:15][O:16][CH3:17])[C:7]([CH2:18][OH:19])=[CH:6]2. The yield is 1.00. (6) The reactants are [CH3:1][C:2]1[CH:7]=[CH:6][C:5]([NH:8][C:9](=[O:23])[C:10]2[CH:15]=[CH:14][C:13]([CH2:16][N:17]3[CH2:22][CH2:21][NH:20][CH2:19][CH2:18]3)=[CH:12][CH:11]=2)=[CH:4][C:3]=1[NH:24][C:25]1[N:30]=[C:29]([C:31]2[CH:32]=[N:33][CH:34]=[CH:35][CH:36]=2)[CH:28]=[CH:27][N:26]=1.Br[CH2:38][CH2:39][P:40](=[O:47])([O:44][CH2:45][CH3:46])[O:41][CH2:42][CH3:43].C([O-])([O-])=O.[K+].[K+]. The catalyst is CN(C=O)C. The product is [CH2:42]([O:41][P:40]([CH2:39][CH2:38][N:20]1[CH2:19][CH2:18][N:17]([CH2:16][C:13]2[CH:12]=[CH:11][C:10]([C:9](=[O:23])[NH:8][C:5]3[CH:6]=[CH:7][C:2]([CH3:1])=[C:3]([NH:24][C:25]4[N:30]=[C:29]([C:31]5[CH:32]=[N:33][CH:34]=[CH:35][CH:36]=5)[CH:28]=[CH:27][N:26]=4)[CH:4]=3)=[CH:15][CH:14]=2)[CH2:22][CH2:21]1)(=[O:47])[O:44][CH2:45][CH3:46])[CH3:43]. The yield is 0.550. (7) The reactants are [C:1]([N:8]1[CH2:12][C@H:11]([OH:13])[CH2:10][C@H:9]1[CH2:14]O)([O:3][C:4]([CH3:7])([CH3:6])[CH3:5])=[O:2].C(C1NC=[CH:26][N:27]=1)(C1NC=CN=1)=O.N.C1C[O:32]CC1. No catalyst specified. The product is [C:1]([N:8]1[CH2:12][C@H:11]([OH:13])[CH2:10][C@H:9]1[CH2:14][C:26](=[O:32])[NH2:27])([O:3][C:4]([CH3:5])([CH3:6])[CH3:7])=[O:2]. The yield is 0.310.